This data is from Catalyst prediction with 721,799 reactions and 888 catalyst types from USPTO. The task is: Predict which catalyst facilitates the given reaction. (1) Product: [Br:1][C:2]1[C:10]2[O:9][N:8]=[C:7]([NH:11][C:12]3[CH:17]=[CH:16][CH:15]=[C:14]([NH2:18])[CH:13]=3)[C:6]=2[CH:5]=[CH:4][CH:3]=1. Reactant: [Br:1][C:2]1[C:10]2[O:9][N:8]=[C:7]([NH:11][C:12]3[CH:17]=[CH:16][CH:15]=[C:14]([N+:18]([O-])=O)[CH:13]=3)[C:6]=2[CH:5]=[CH:4][CH:3]=1.[Cl-].[NH4+]. The catalyst class is: 190. (2) Reactant: [CH3:1][N:2]1[CH2:7][CH2:6][N:5]([NH2:8])[CH2:4][CH2:3]1.[CH2:9]([O:11][C:12]([C:14]1[C:19]([O:20][CH2:21][CH3:22])=[C:18]([N:23]2[CH2:28][CH2:27][O:26][CH2:25][CH2:24]2)[N:17]=[C:16]([C:29]2[CH:34]=[CH:33][C:32]([NH:35][C:36](OC3C=CC=CC=3)=[O:37])=[CH:31][CH:30]=2)[N:15]=1)=[O:13])[CH3:10].CCN(CC)CC. Product: [CH2:9]([O:11][C:12]([C:14]1[C:19]([O:20][CH2:21][CH3:22])=[C:18]([N:23]2[CH2:24][CH2:25][O:26][CH2:27][CH2:28]2)[N:17]=[C:16]([C:29]2[CH:30]=[CH:31][C:32]([NH:35][C:36]([NH:8][N:5]3[CH2:6][CH2:7][N:2]([CH3:1])[CH2:3][CH2:4]3)=[O:37])=[CH:33][CH:34]=2)[N:15]=1)=[O:13])[CH3:10]. The catalyst class is: 12. (3) Reactant: S([O:11][CH2:12][CH2:13][O:14][CH2:15][CH2:16][O:17][CH2:18][CH2:19][O:20][CH2:21][CH2:22][OH:23])(C1C=CC(C)=CC=1)(=O)=O.[C:24]1(=[O:34])[NH:28][C:27](=[O:29])[C:26]2=[CH:30][CH:31]=[CH:32][CH:33]=[C:25]12.N12CCCN=C1CCCCC2. Product: [C:24]1(=[O:34])[NH:28][C:27](=[O:29])[C:26]2=[CH:30][CH:31]=[CH:32][CH:33]=[C:25]12.[CH2:22]([OH:23])[CH2:21][O:20][CH2:19][CH2:18][O:17][CH2:16][CH2:15][O:14][CH2:13][CH2:12][OH:11]. The catalyst class is: 3. (4) Reactant: CN.[OH2:3].Cl.Cl[C:6]1[CH:11]=[CH:10][N:9]=[C:8]([C:12](Cl)=[O:13])[CH:7]=1. Product: [N:9]1[CH:10]=[CH:11][CH:6]=[CH:7][C:8]=1[C:12]([OH:13])=[O:3]. The catalyst class is: 11. (5) Reactant: C(OP([CH:9]([C:12]1[CH:17]=[CH:16][C:15]([Br:18])=[CH:14][CH:13]=1)[O:10][CH3:11])(=O)OCC)C.[H-].[Na+].[N:21]1[CH:26]=[CH:25][CH:24]=[N:23][C:22]=1[N:27]1[CH:32]2[CH2:33][CH2:34][CH:28]1[CH2:29][C:30](=O)[CH2:31]2. Product: [Br:18][C:15]1[CH:14]=[CH:13][C:12]([C:9]([O:10][CH3:11])=[C:30]2[CH2:31][CH:32]3[N:27]([C:22]4[N:21]=[CH:26][CH:25]=[CH:24][N:23]=4)[CH:28]([CH2:34][CH2:33]3)[CH2:29]2)=[CH:17][CH:16]=1. The catalyst class is: 57. (6) Reactant: [C:1]1([C@H:7]2[C@@H:11]([C:12]3[CH:17]=[CH:16][CH:15]=[CH:14][CH:13]=3)[N:10]([C:18]([O:20][C:21]([CH3:24])([CH3:23])[CH3:22])=[O:19])[C:9](SC)=[N:8]2)[CH:6]=[CH:5][CH:4]=[CH:3][CH:2]=1.[F:27][C:28]1[CH:36]=[CH:35][CH:34]=[CH:33][C:29]=1[CH2:30][CH2:31][NH2:32]. Product: [C:21]([O:20][C:18]([N:10]1[C@H:11]([C:12]2[CH:17]=[CH:16][CH:15]=[CH:14][CH:13]=2)[C@H:7]([C:1]2[CH:6]=[CH:5][CH:4]=[CH:3][CH:2]=2)[N:8]=[C:9]1[NH:32][CH2:31][CH2:30][C:29]1[CH:33]=[CH:34][CH:35]=[CH:36][C:28]=1[F:27])=[O:19])([CH3:24])([CH3:23])[CH3:22]. The catalyst class is: 5. (7) Reactant: C([O:8][P:9]([O:19][C:20]1[CH:25]=[CH:24][C:23]([CH2:26][CH3:27])=[C:22]([O:28][P:29]([O:39]CC2C=CC=CC=2)([O:31]CC2C=CC=CC=2)=[O:30])[CH:21]=1)([O:11]CC1C=CC=CC=1)=[O:10])C1C=CC=CC=1. Product: [P:9]([O:19][C:20]1[CH:25]=[CH:24][C:23]([CH2:26][CH3:27])=[C:22]([O:28][P:29]([OH:31])([OH:39])=[O:30])[CH:21]=1)([OH:11])([OH:10])=[O:8]. The catalyst class is: 349.